Dataset: Reaction yield outcomes from USPTO patents with 853,638 reactions. Task: Predict the reaction yield, written as a fraction of the theoretical maximum amount of product (1.0 means a 100% yield; for example, 0.34 means a 34% yield). (1) The reactants are [CH3:1][CH:2]1[O:7][C:6]2[CH:8]=[CH:9][C:10]([CH2:12][CH2:13][C:14](O)=[O:15])=[CH:11][C:5]=2[NH:4][C:3]1=[O:17]. The catalyst is C1COCC1. The product is [OH:15][CH2:14][CH2:13][CH2:12][C:10]1[CH:9]=[CH:8][C:6]2[O:7][CH:2]([CH3:1])[C:3](=[O:17])[NH:4][C:5]=2[CH:11]=1. The yield is 0.260. (2) The reactants are [CH3:1][O:2][C:3]1[CH:8]=[CH:7][CH:6]=[C:5]([O:9][CH3:10])[N:4]=1.[Br:11]N1C(=O)CCC1=O. The catalyst is C(#N)C. The product is [Br:11][C:8]1[C:3]([O:2][CH3:1])=[N:4][C:5]([O:9][CH3:10])=[CH:6][CH:7]=1. The yield is 0.950. (3) The reactants are [CH:1]([N:4]([CH:8]1[CH2:13][CH2:12][N:11](C(OC(C)(C)C)=O)[CH2:10][CH2:9]1)[C:5](=[O:7])[CH3:6])([CH3:3])[CH3:2].[ClH:21]. No catalyst specified. The product is [ClH:21].[CH:1]([N:4]([CH:8]1[CH2:9][CH2:10][NH:11][CH2:12][CH2:13]1)[C:5](=[O:7])[CH3:6])([CH3:3])[CH3:2]. The yield is 0.450. (4) The reactants are [CH:1]([N:4]1[CH2:9][CH2:8][CH:7]([O:10][C:11]2[CH:19]=[CH:18][C:17]3[N:16]4[C@@H:20]([CH3:25])[CH2:21][NH:22][C:23](=[O:24])[C:15]4=[CH:14][C:13]=3[CH:12]=2)[CH2:6][CH2:5]1)([CH3:3])[CH3:2].[H-].[Na+].Br[CH2:29][CH:30]1[CH2:32][CH2:31]1. No catalyst specified. The product is [CH:30]1([CH2:29][N:22]2[CH2:21][C@H:20]([CH3:25])[N:16]3[C:17]4[CH:18]=[CH:19][C:11]([O:10][CH:7]5[CH2:8][CH2:9][N:4]([CH:1]([CH3:3])[CH3:2])[CH2:5][CH2:6]5)=[CH:12][C:13]=4[CH:14]=[C:15]3[C:23]2=[O:24])[CH2:32][CH2:31]1. The yield is 0.550. (5) The reactants are [F:1][C:2]1[C:11]([CH:12]([OH:29])[CH2:13][N:14]2[CH2:19][CH2:18][C:17]([OH:28])([C:20]3[CH:25]=[CH:24][CH:23]=[C:22]([O:26][CH3:27])[CH:21]=3)[CH2:16][CH2:15]2)=[CH:10][CH:9]=[C:8]2[C:3]=1[CH2:4][CH2:5][C:6](=[O:30])[NH:7]2.[ClH:31].CCOC(C)=O. The catalyst is CO. The product is [ClH:31].[F:1][C:2]1[C:11]([CH:12]([OH:29])[CH2:13][N:14]2[CH2:15][CH2:16][C:17]([OH:28])([C:20]3[CH:25]=[CH:24][CH:23]=[C:22]([O:26][CH3:27])[CH:21]=3)[CH2:18][CH2:19]2)=[CH:10][CH:9]=[C:8]2[C:3]=1[CH2:4][CH2:5][C:6](=[O:30])[NH:7]2. The yield is 0.810.